Dataset: Forward reaction prediction with 1.9M reactions from USPTO patents (1976-2016). Task: Predict the product of the given reaction. (1) Given the reactants [NH2:1][C:2]1[C:7]2=[C:8]([C:25]3[CH:26]=[CH:27][C:28]4[C:32]([CH:33]=3)=[N:31][N:30]([CH2:34][C:35]3[CH:40]=[CH:39][CH:38]=[CH:37][CH:36]=3)[CH:29]=4)[CH:9]=[C:10]([CH:11]3[CH2:14][N:13](C(OCC4C=CC=CC=4)=O)[CH2:12]3)[N:6]2[N:5]=[CH:4][N:3]=1, predict the reaction product. The product is: [NH:13]1[CH2:14][CH:11]([C:10]2[N:6]3[C:7]([C:2]([NH2:1])=[N:3][CH:4]=[N:5]3)=[C:8]([C:25]3[CH:26]=[CH:27][C:28]4[C:32]([CH:33]=3)=[N:31][N:30]([CH2:34][C:35]3[CH:36]=[CH:37][CH:38]=[CH:39][CH:40]=3)[CH:29]=4)[CH:9]=2)[CH2:12]1. (2) Given the reactants [C:1]1([CH2:7][CH2:8][CH2:9][CH2:10][CH2:11][CH:12]=O)[CH:6]=[CH:5][CH:4]=[CH:3][CH:2]=1.[C:14]([NH:18][OH:19])([CH3:17])([CH3:16])[CH3:15], predict the reaction product. The product is: [C:14]([N+:18]([O-:19])=[CH:12][CH2:11][CH2:10][CH2:9][CH2:8][CH2:7][C:1]1[CH:6]=[CH:5][CH:4]=[CH:3][CH:2]=1)([CH3:17])([CH3:16])[CH3:15]. (3) Given the reactants [O:1]1[CH2:6][CH2:5][CH2:4][CH2:3][CH:2]1[O:7][CH2:8][CH2:9][OH:10].[H-].[Na+].F[C:14]1[CH:19]=[C:18]([F:20])[CH:17]=[CH:16][N:15]=1, predict the reaction product. The product is: [F:20][C:18]1[CH:17]=[CH:16][N:15]=[C:14]([O:10][CH2:9][CH2:8][O:7][CH:2]2[CH2:3][CH2:4][CH2:5][CH2:6][O:1]2)[CH:19]=1. (4) Given the reactants ClC(Cl)C.[Br:5][C:6]1[C:11]([O:12][CH3:13])=[CH:10][C:9]([O:14][CH3:15])=[CH:8][C:7]=1[F:16].[CH:17]1([CH2:23][C:24](Cl)=[O:25])[CH2:22][CH2:21][CH2:20][CH2:19][CH2:18]1.[Cl-].[Cl-].[Cl-].[Al+3].Cl, predict the reaction product. The product is: [Br:5][C:6]1[C:7]([F:16])=[C:8]([C:24](=[O:25])[CH2:23][CH:17]2[CH2:22][CH2:21][CH2:20][CH2:19][CH2:18]2)[C:9]([O:14][CH3:15])=[CH:10][C:11]=1[O:12][CH3:13]. (5) Given the reactants [NH2:1][C:2]1[N:7]=[CH:6][CH:5]=[CH:4][N:3]=1.[Br:8][CH2:9][C:10]([C:12]1[CH:17]=[CH:16][C:15]([N+:18]([O-:20])=[O:19])=[CH:14][CH:13]=1)=O.CCOC(C)=O, predict the reaction product. The product is: [BrH:8].[N+:18]([C:15]1[CH:16]=[CH:17][C:12]([C:10]2[N:1]=[C:2]3[N:7]=[CH:6][CH:5]=[CH:4][N:3]3[CH:9]=2)=[CH:13][CH:14]=1)([O-:20])=[O:19]. (6) Given the reactants [CH2:1]([O:7][C:8]1[CH:28]=[CH:27][C:11]([C:12]([C:14]2[CH:19]=[CH:18][C:17]([O:20][CH2:21][CH:22]=[CH:23][CH:24]=[CH:25][CH3:26])=[CH:16][CH:15]=2)=[O:13])=[CH:10][CH:9]=1)[CH:2]=[CH:3][CH:4]=[CH:5][CH3:6].[C:29]1([Mg]Br)[CH:34]=[CH:33][CH:32]=[CH:31][CH:30]=1, predict the reaction product. The product is: [CH2:1]([O:7][C:8]1[CH:28]=[CH:27][C:11]([C:12]([OH:13])([C:29]2[CH:34]=[CH:33][CH:32]=[CH:31][CH:30]=2)[C:14]2[CH:15]=[CH:16][C:17]([O:20][CH2:21][CH:22]=[CH:23][CH:24]=[CH:25][CH3:26])=[CH:18][CH:19]=2)=[CH:10][CH:9]=1)[CH:2]=[CH:3][CH:4]=[CH:5][CH3:6]. (7) Given the reactants [OH:1][C:2]12[C:13]3[C:8](=[CH:9][CH:10]=[CH:11][CH:12]=3)[C:7](=[O:14])[C:6]1([OH:15])[C:5]1[CH:16]=[C:17]([CH3:21])[C:18]([CH3:20])=[CH:19][C:4]=1[O:3]2.[C:22]([OH:25])(=O)[CH3:23].N1C=CC=CC=1.C1C[O:35][CH2:34][CH2:33]1, predict the reaction product. The product is: [C:34]([O:3][C:4]1[CH:19]=[C:18]([CH3:20])[C:17]([CH3:21])=[CH:16][C:5]=1[C:6]1([O:15][C:22](=[O:25])[CH3:23])[C:7](=[O:14])[C:8]2[C:13](=[CH:12][CH:11]=[CH:10][CH:9]=2)[C:2]1=[O:1])(=[O:35])[CH3:33]. (8) Given the reactants [CH3:1][C:2]([CH3:26])([CH3:25])[C:3]([O:5][CH2:6][C:7]1[CH:8]=[C:9]([C:22]([OH:24])=O)[C:10]([C:13]2[CH:18]=[C:17]([O:19][CH3:20])[CH:16]=[CH:15][C:14]=2[F:21])=[CH:11][CH:12]=1)=[O:4].S(Cl)(Cl)=O.[CH:31]([NH2:34])([CH3:33])[CH3:32], predict the reaction product. The product is: [CH3:25][C:2]([CH3:1])([CH3:26])[C:3]([O:5][CH2:6][C:7]1[CH:12]=[CH:11][C:10]([C:13]2[CH:18]=[C:17]([O:19][CH3:20])[CH:16]=[CH:15][C:14]=2[F:21])=[C:9]([C:22]([NH:34][CH:31]([CH3:33])[CH3:32])=[O:24])[CH:8]=1)=[O:4]. (9) The product is: [O:50]=[C:49]([N:51]1[CH2:52][CH2:53][N:54]([C:57](=[O:68])[C:58]2[CH:63]=[CH:62][CH:61]=[CH:60][C:59]=2[C:64]([F:67])([F:66])[F:65])[CH2:55][CH2:56]1)[CH2:48][NH:47][C:16]([C:11]1[CH:12]=[N:13][CH:14]=[CH:15][N:10]=1)=[O:18]. Given the reactants CCN(C(C)C)C(C)C.[N:10]1[CH:15]=[CH:14][N:13]=[CH:12][C:11]=1[C:16]([OH:18])=O.C1C=CC2N(O)N=NC=2C=1.CCN=C=NCCCN(C)C.FC(F)(F)C(O)=O.[NH2:47][CH2:48][C:49]([N:51]1[CH2:56][CH2:55][N:54]([C:57](=[O:68])[C:58]2[CH:63]=[CH:62][CH:61]=[CH:60][C:59]=2[C:64]([F:67])([F:66])[F:65])[CH2:53][CH2:52]1)=[O:50], predict the reaction product.